This data is from Peptide-MHC class II binding affinity with 134,281 pairs from IEDB. The task is: Regression. Given a peptide amino acid sequence and an MHC pseudo amino acid sequence, predict their binding affinity value. This is MHC class II binding data. (1) The peptide sequence is LLEFAVVLELAILSI. The MHC is DRB1_1501 with pseudo-sequence DRB1_1501. The binding affinity (normalized) is 0.0148. (2) The peptide sequence is SNNGIKQQGIRYANP. The MHC is DRB1_0405 with pseudo-sequence DRB1_0405. The binding affinity (normalized) is 0.186.